Task: Predict the product of the given reaction.. Dataset: Forward reaction prediction with 1.9M reactions from USPTO patents (1976-2016) (1) Given the reactants [Cl:1][C:2]1[CH:7]=[CH:6][C:5]([N+:8]([O-])=O)=[CH:4][C:3]=1[C:11]1[N:15]([CH3:16])[C:14]2[CH:17]=[CH:18][C:19]([CH3:21])=[CH:20][C:13]=2[N:12]=1.Cl, predict the reaction product. The product is: [Cl:1][C:2]1[CH:7]=[CH:6][C:5]([NH2:8])=[CH:4][C:3]=1[C:11]1[N:15]([CH3:16])[C:14]2[CH:17]=[CH:18][C:19]([CH3:21])=[CH:20][C:13]=2[N:12]=1. (2) The product is: [CH3:18][N:19]1[C:27]2[C:22](=[CH:23][C:24]([C:28]([N:1]3[CH2:2][CH:3]([N:5]4[CH2:6][CH2:7][N:8]([C:11]([C:13]5[S:14][CH:15]=[CH:16][N:17]=5)=[O:12])[CH2:9][CH2:10]4)[CH2:4]3)=[O:29])=[CH:25][CH:26]=2)[C:21]([C:31]2[CH:36]=[CH:35][CH:34]=[CH:33][CH:32]=2)=[N:20]1. Given the reactants [NH:1]1[CH2:4][CH:3]([N:5]2[CH2:10][CH2:9][N:8]([C:11]([C:13]3[S:14][CH:15]=[CH:16][N:17]=3)=[O:12])[CH2:7][CH2:6]2)[CH2:2]1.[CH3:18][N:19]1[C:27]2[C:22](=[CH:23][C:24]([C:28](O)=[O:29])=[CH:25][CH:26]=2)[C:21]([C:31]2[CH:36]=[CH:35][CH:34]=[CH:33][CH:32]=2)=[N:20]1.CCN(CC)CC.CN(C(ON1N=NC2C=CC=NC1=2)=[N+](C)C)C.F[P-](F)(F)(F)(F)F, predict the reaction product. (3) Given the reactants [NH2:1][C:2]1[N:6]([C:7]2[CH:12]=[CH:11][C:10]([F:13])=[CH:9][CH:8]=2)[N:5]=[C:4]([CH2:14][CH3:15])[C:3]=1[C:16]([OH:18])=O.N1C=CC=N1.O=S(Cl)Cl.Cl.[NH2:29][CH2:30][C:31]([C:33]1[CH:38]=[CH:37][CH:36]=[CH:35][CH:34]=1)=O.C(N(CC)CC)C, predict the reaction product. The product is: [CH2:14]([C:4]1[C:3]2[C:16](=[O:18])[NH:29][CH2:30][C:31]([C:33]3[CH:38]=[CH:37][CH:36]=[CH:35][CH:34]=3)=[N:1][C:2]=2[N:6]([C:7]2[CH:8]=[CH:9][C:10]([F:13])=[CH:11][CH:12]=2)[N:5]=1)[CH3:15]. (4) Given the reactants [F:1][C:2]1[CH:3]=[C:4]([CH2:8][C:9]([OH:11])=O)[CH:5]=[CH:6][CH:7]=1.[CH3:12][O:13][C:14]1[CH:15]=[C:16]([OH:20])[CH:17]=[CH:18][CH:19]=1.B(F)(F)F.CCOCC, predict the reaction product. The product is: [F:1][C:2]1[CH:3]=[C:4]([CH2:8][C:9]([C:17]2[CH:18]=[CH:19][C:14]([O:13][CH3:12])=[CH:15][C:16]=2[OH:20])=[O:11])[CH:5]=[CH:6][CH:7]=1.